Predict the product of the given reaction. From a dataset of Forward reaction prediction with 1.9M reactions from USPTO patents (1976-2016). Given the reactants Cl[C:2]1[CH:7]=[CH:6][N:5]=[C:4]2[N:8]([CH2:17][O:18][CH2:19][CH2:20][Si:21]([CH3:24])([CH3:23])[CH3:22])[C:9]([C:11]3[CH:12]=[N:13][CH:14]=[CH:15][CH:16]=3)=[CH:10][C:3]=12.[F:25][C:26]1[CH:31]=[C:30]([N+:32]([O-])=O)[CH:29]=[CH:28][C:27]=1[OH:35].CCN(C(C)C)C(C)C, predict the reaction product. The product is: [F:25][C:26]1[CH:31]=[C:30]([NH2:32])[CH:29]=[CH:28][C:27]=1[O:35][C:2]1[CH:7]=[CH:6][N:5]=[C:4]2[N:8]([CH2:17][O:18][CH2:19][CH2:20][Si:21]([CH3:24])([CH3:23])[CH3:22])[C:9]([C:11]3[CH:12]=[N:13][CH:14]=[CH:15][CH:16]=3)=[CH:10][C:3]=12.